From a dataset of Full USPTO retrosynthesis dataset with 1.9M reactions from patents (1976-2016). Predict the reactants needed to synthesize the given product. (1) Given the product [CH2:6]([N:2]([CH3:1])[CH:3]([C:7]1[C:15]2[C:10](=[C:11]([C:22]([OH:24])=[O:23])[CH:12]=[C:13]([C:16]3[CH:21]=[CH:20][CH:19]=[CH:18][CH:17]=3)[CH:14]=2)[NH:9][CH:8]=1)[CH2:4][CH3:30])[CH3:5], predict the reactants needed to synthesize it. The reactants are: [CH3:1][N:2]1[CH2:6][CH2:5][CH2:4][CH:3]1[C:7]1[C:15]2[C:10](=[C:11]([C:22]([O:24]C)=[O:23])[CH:12]=[C:13]([C:16]3[CH:21]=[CH:20][CH:19]=[CH:18][CH:17]=3)[CH:14]=2)[NH:9][CH:8]=1.O[Li].O.O.[CH3:30]O. (2) Given the product [CH3:2][O:3][C:4]1[C:5]2[N:12]=[C:11]([NH:13][C:14]([N:16]3[CH2:17][CH2:18][N:19]([CH2:40][C:39]4[CH:42]=[CH:43][CH:44]=[C:37]([C:36]([F:35])([F:45])[F:46])[CH:38]=4)[CH2:20][CH2:21]3)=[O:15])[S:10][C:6]=2[N:7]=[CH:8][N:9]=1, predict the reactants needed to synthesize it. The reactants are: Cl.[CH3:2][O:3][C:4]1[C:5]2[N:12]=[C:11]([NH:13][C:14]([N:16]3[CH2:21][CH2:20][NH:19][CH2:18][CH2:17]3)=[O:15])[S:10][C:6]=2[N:7]=[CH:8][N:9]=1.C(N(CC)C(C)C)(C)C.C(O)(=O)C.[F:35][C:36]([F:46])([F:45])[C:37]1[CH:38]=[C:39]([CH:42]=[CH:43][CH:44]=1)[CH:40]=O.C([BH3-])#N.[Na+]. (3) Given the product [CH3:16][NH:15][S:12]([CH2:11][CH2:10][C:7]1[CH:8]=[CH:9][C:4]([N+:1]([O-:3])=[O:2])=[CH:5][CH:6]=1)(=[O:14])=[O:13], predict the reactants needed to synthesize it. The reactants are: [N+:1]([C:4]1[CH:9]=[CH:8][C:7]([CH2:10][CH2:11][S:12]([N:15]2CCOC[CH2:16]2)(=[O:14])=[O:13])=[CH:6][CH:5]=1)([O-:3])=[O:2].CN. (4) Given the product [F:1][C:2]1[C:18]([NH:19][C:20]2[C:23](=[O:24])[C:22](=[O:25])[C:21]=2[NH:40][CH:34]([C:32]2[O:33][C:29]([CH3:28])=[CH:30][CH:31]=2)[CH:35]2[CH2:39][CH2:38][CH2:37][S:36]2)=[CH:17][CH:16]=[CH:15][C:3]=1[C:4]([N:6]1[CH2:10][CH2:9][CH2:8][C@H:7]1[C:11]([O:13][CH3:14])=[O:12])=[O:5], predict the reactants needed to synthesize it. The reactants are: [F:1][C:2]1[C:18]([NH:19][C:20]2[C:23](=[O:24])[C:22](=[O:25])[C:21]=2OC)=[CH:17][CH:16]=[CH:15][C:3]=1[C:4]([N:6]1[CH2:10][CH2:9][CH2:8][C@H:7]1[C:11]([O:13][CH3:14])=[O:12])=[O:5].[CH3:28][C:29]1[O:33][C:32]([CH:34]([NH2:40])[CH:35]2[CH2:39][CH2:38][CH2:37][S:36]2)=[CH:31][CH:30]=1. (5) Given the product [CH:23]1([NH:28][S:16]([C:14]2[CH:15]=[C:10]([S:7]([C:1]3[CH:6]=[CH:5][CH:4]=[CH:3][CH:2]=3)(=[O:9])=[O:8])[CH:11]=[CH:12][C:13]=2[CH2:20][CH2:21][CH3:22])(=[O:18])=[O:17])[CH2:27][CH2:26][CH2:25][CH2:24]1, predict the reactants needed to synthesize it. The reactants are: [C:1]1([S:7]([C:10]2[CH:11]=[CH:12][C:13]([CH2:20][CH2:21][CH3:22])=[C:14]([S:16](Cl)(=[O:18])=[O:17])[CH:15]=2)(=[O:9])=[O:8])[CH:6]=[CH:5][CH:4]=[CH:3][CH:2]=1.[CH:23]1([NH2:28])[CH2:27][CH2:26][CH2:25][CH2:24]1.